This data is from Full USPTO retrosynthesis dataset with 1.9M reactions from patents (1976-2016). The task is: Predict the reactants needed to synthesize the given product. Given the product [Br:20][C:5]1[C:6]([NH:9][C@@H:10]2[C@@H:15]3[CH2:16][C@@H:12]([CH:13]=[CH:14]3)[C@@H:11]2[C:17]([NH2:19])=[O:18])=[C:7]2[N:8]=[C:30]([C:29]3[CH:32]=[CH:33][CH:34]=[C:27]([N:21]4[CH2:26][CH2:25][O:24][CH2:23][CH2:22]4)[CH:28]=3)[NH:1][C:2]2=[N:3][CH:4]=1, predict the reactants needed to synthesize it. The reactants are: [NH2:1][C:2]1[C:7]([NH2:8])=[C:6]([NH:9][C@@H:10]2[C@@H:15]3[CH2:16][C@@H:12]([CH:13]=[CH:14]3)[C@@H:11]2[C:17]([NH2:19])=[O:18])[C:5]([Br:20])=[CH:4][N:3]=1.[N:21]1([C:27]2[CH:28]=[C:29]([CH:32]=[CH:33][CH:34]=2)[CH:30]=O)[CH2:26][CH2:25][O:24][CH2:23][CH2:22]1.